From a dataset of Peptide-MHC class I binding affinity with 185,985 pairs from IEDB/IMGT. Regression. Given a peptide amino acid sequence and an MHC pseudo amino acid sequence, predict their binding affinity value. This is MHC class I binding data. (1) The peptide sequence is KLNVGDYFV. The MHC is HLA-A02:02 with pseudo-sequence HLA-A02:02. The binding affinity (normalized) is 1.00. (2) The peptide sequence is NESGRLIDF. The MHC is HLA-A31:01 with pseudo-sequence HLA-A31:01. The binding affinity (normalized) is 0.0847. (3) The peptide sequence is NVQFVDINR. The MHC is HLA-A30:01 with pseudo-sequence HLA-A30:01. The binding affinity (normalized) is 0.00722. (4) The peptide sequence is GVCGIRSTTR. The MHC is HLA-A31:01 with pseudo-sequence HLA-A31:01. The binding affinity (normalized) is 0.694. (5) The MHC is HLA-A31:01 with pseudo-sequence HLA-A31:01. The binding affinity (normalized) is 0.479. The peptide sequence is MAVEVGSIR. (6) The peptide sequence is AVTDRETDV. The MHC is HLA-A02:01 with pseudo-sequence HLA-A02:01. The binding affinity (normalized) is 0.202.